From a dataset of Forward reaction prediction with 1.9M reactions from USPTO patents (1976-2016). Predict the product of the given reaction. Given the reactants [C:1]([C:3]1[CH:4]=[C:5]([C:10]2[S:14][C:13]([C:15]([O:17][CH3:18])=[O:16])=[CH:12][CH:11]=2)[CH:6]=[CH:7][C:8]=1[OH:9])#[N:2].[CH2:19](I)[CH2:20][CH3:21].C(=O)([O-])[O-].[K+].[K+], predict the reaction product. The product is: [C:1]([C:3]1[CH:4]=[C:5]([C:10]2[S:14][C:13]([C:15]([O:17][CH3:18])=[O:16])=[CH:12][CH:11]=2)[CH:6]=[CH:7][C:8]=1[O:9][CH2:19][CH2:20][CH3:21])#[N:2].